This data is from Catalyst prediction with 721,799 reactions and 888 catalyst types from USPTO. The task is: Predict which catalyst facilitates the given reaction. (1) Reactant: [S:1]=[C:2]1[NH:7][C:6]2[S:8][CH:9]=[CH:10][C:5]=2[C:4](=[O:11])[NH:3]1.CI.[C:14](O)(=O)C. Product: [CH3:14][S:1][C:2]1[NH:3][C:4](=[O:11])[C:5]2[CH:10]=[CH:9][S:8][C:6]=2[N:7]=1. The catalyst class is: 74. (2) Reactant: [Cl:1][C:2]1[CH:3]=[C:4]2[C:8](=[C:9]([N+:11]([O-:13])=[O:12])[CH:10]=1)[NH:7][C:6]([CH2:14]I)=[CH:5]2.[NH:16]1[CH2:21][CH2:20][NH:19][CH2:18][C:17]1=[O:22]. The catalyst class is: 10. Product: [Cl:1][C:2]1[CH:3]=[C:4]2[C:8](=[C:9]([N+:11]([O-:13])=[O:12])[CH:10]=1)[NH:7][C:6]([CH2:14][N:19]1[CH2:20][CH2:21][NH:16][C:17](=[O:22])[CH2:18]1)=[CH:5]2. (3) Reactant: [C:1]([O:7][CH2:8][C@@H:9]([O:29][C:30]([CH3:33])([CH3:32])[CH3:31])[C:10]1[C:11]([C:22]2[CH:27]=[CH:26][C:25]([Cl:28])=[CH:24][CH:23]=2)=[C:12]2[C:17](=[CH:18][C:19]=1[CH3:20])[NH:16][C:15](=[O:21])[CH:14]=[CH:13]2)(=[O:6])[C:2]([CH3:5])([CH3:4])[CH3:3].[Cl:34][C:35]1[CH:40]=[CH:39][C:38](B(O)O)=[CH:37][CH:36]=1.N1C=CC=CC=1. Product: [C:1]([O:7][CH2:8][C@H:9]([C:10]1[C:11]([C:22]2[CH:23]=[CH:24][C:25]([Cl:28])=[CH:26][CH:27]=2)=[C:12]2[C:17](=[CH:18][C:19]=1[CH3:20])[N:16]([C:38]1[CH:39]=[CH:40][C:35]([Cl:34])=[CH:36][CH:37]=1)[C:15](=[O:21])[CH:14]=[CH:13]2)[O:29][C:30]([CH3:33])([CH3:32])[CH3:31])(=[O:6])[C:2]([CH3:3])([CH3:5])[CH3:4]. The catalyst class is: 221. (4) The catalyst class is: 5. Product: [NH2:1][C@H:2]([C:13]([NH:15][C@H:16]([C:27]([N:29]1[CH2:88][CH2:87][CH2:86][C@H:30]1[C:31]([NH:33][C@H:34]([C:45]([NH:47][C@H:48]([C:56]([NH:58][C@H:59]([C:67]([NH:69][C@H:70]([C:83]([NH2:85])=[O:84])[CH2:71][CH2:72][CH2:73][CH2:74][NH:75][C:76]([O:78][C:79]([CH3:82])([CH3:80])[CH3:81])=[O:77])=[O:68])[CH2:60][CH2:61][CH2:62][NH:63][C:64](=[NH:65])[NH2:66])=[O:57])[CH2:49][CH2:50][CH2:51][NH:52][C:53](=[NH:54])[NH2:55])=[O:46])[CH2:35][C:36]1[C:44]2[C:39](=[CH:40][CH:41]=[CH:42][CH:43]=2)[NH:38][CH:37]=1)=[O:32])=[O:28])[CH2:17][C:18]1[C:26]2[C:21](=[CH:22][CH:23]=[CH:24][CH:25]=2)[NH:20][CH:19]=1)=[O:14])[CH2:3][C:4]1[C:12]2[C:7](=[CH:8][CH:9]=[CH:10][CH:11]=2)[NH:6][CH:5]=1. Reactant: [NH:1](C(OCC1C=CC=CC=1)=O)[C@H:2]([C:13]([NH:15][C@H:16]([C:27]([N:29]1[CH2:88][CH2:87][CH2:86][C@H:30]1[C:31]([NH:33][C@H:34]([C:45]([NH:47][C@H:48]([C:56]([NH:58][C@H:59]([C:67]([NH:69][C@H:70]([C:83]([NH2:85])=[O:84])[CH2:71][CH2:72][CH2:73][CH2:74][NH:75][C:76]([O:78][C:79]([CH3:82])([CH3:81])[CH3:80])=[O:77])=[O:68])[CH2:60][CH2:61][CH2:62][NH:63][C:64](=[NH:66])[NH2:65])=[O:57])[CH2:49][CH2:50][CH2:51][NH:52][C:53](=[NH:55])[NH2:54])=[O:46])[CH2:35][C:36]1[C:44]2[C:39](=[CH:40][CH:41]=[CH:42][CH:43]=2)[NH:38][CH:37]=1)=[O:32])=[O:28])[CH2:17][C:18]1[C:26]2[C:21](=[CH:22][CH:23]=[CH:24][CH:25]=2)[NH:20][CH:19]=1)=[O:14])[CH2:3][C:4]1[C:12]2[C:7](=[CH:8][CH:9]=[CH:10][CH:11]=2)[NH:6][CH:5]=1. (5) Reactant: [Cl:1][C:2]1[CH:7]=[C:6]([Cl:8])[CH:5]=[CH:4][C:3]=1[C:9]1[N:10]=[C:11]([CH2:28][CH3:29])[C:12]([NH:17][C@@H:18]2[C:26]3[C:21](=[CH:22][CH:23]=[CH:24][CH:25]=3)[CH2:20][C@@H:19]2O)=[N:13][C:14]=1[CH2:15][CH3:16].BrC1N=C(CC)C(N[C@@H]2C3[CH:46]=[CH:47][S:48]C=3CC[C@H]2CCC)=NC=1CC. Product: [Cl:1][C:2]1[CH:7]=[C:6]([Cl:8])[CH:5]=[CH:4][C:3]=1[C:9]1[N:10]=[C:11]([CH2:28][CH3:29])[C:12]([NH:17][C@@H:18]2[C:19]3[CH:46]=[CH:47][S:48][C:20]=3[CH2:22][CH2:21][C@H:26]2[CH2:25][CH2:24][CH3:23])=[N:13][C:14]=1[CH2:15][CH3:16]. The catalyst class is: 276. (6) Reactant: [H-].[Na+].[CH2:3]([OH:6])[CH2:4][OH:5].Cl[C:8]1[N:13]=[C:12]([C:14]2[CH:19]=[CH:18][N:17]=[CH:16][CH:15]=2)[N:11]=[C:10]([NH:20][S:21]([CH2:24][CH2:25][C:26]2[CH:31]=[CH:30][CH:29]=[CH:28][N:27]=2)(=[O:23])=[O:22])[C:9]=1[O:32][C:33]1[CH:38]=[CH:37][CH:36]=[CH:35][C:34]=1[O:39][CH3:40].Cl. The catalyst class is: 3. Product: [OH:5][CH2:4][CH2:3][O:6][C:8]1[N:13]=[C:12]([C:14]2[CH:15]=[CH:16][N:17]=[CH:18][CH:19]=2)[N:11]=[C:10]([NH:20][S:21]([CH2:24][CH2:25][C:26]2[CH:31]=[CH:30][CH:29]=[CH:28][N:27]=2)(=[O:23])=[O:22])[C:9]=1[O:32][C:33]1[CH:38]=[CH:37][CH:36]=[CH:35][C:34]=1[O:39][CH3:40]. (7) Reactant: Br[CH2:2][CH:3]1[CH2:8][CH2:7][N:6]([C:9]([O:11][C:12]([CH3:15])([CH3:14])[CH3:13])=[O:10])[CH2:5][CH2:4]1.CC(N(C)C)=O.Br[C:23]1[CH:24]=[CH:25][C:26]([C:29]([O:31][CH3:32])=[O:30])=[N:27][CH:28]=1. Product: [C:12]([O:11][C:9]([N:6]1[CH2:7][CH2:8][CH:3]([CH2:2][C:23]2[CH:24]=[CH:25][C:26]([C:29]([O:31][CH3:32])=[O:30])=[N:27][CH:28]=2)[CH2:4][CH2:5]1)=[O:10])([CH3:15])([CH3:14])[CH3:13]. The catalyst class is: 324. (8) Reactant: [C:1]([C:5]1[CH:6]=[C:7]([CH:31]=[CH:32][CH:33]=1)[O:8][CH:9]([CH3:30])[C:10]([NH:12][C:13]1[CH:18]=[CH:17][C:16]([CH:19]([CH:23](C(O)=O)[C:24]([OH:26])=[O:25])[C:20]#[C:21][CH3:22])=[CH:15][CH:14]=1)=[O:11])([CH3:4])([CH3:3])[CH3:2]. Product: [C:1]([C:5]1[CH:6]=[C:7]([CH:31]=[CH:32][CH:33]=1)[O:8][CH:9]([CH3:30])[C:10]([NH:12][C:13]1[CH:14]=[CH:15][C:16]([CH:19]([C:20]#[C:21][CH3:22])[CH2:23][C:24]([OH:26])=[O:25])=[CH:17][CH:18]=1)=[O:11])([CH3:2])([CH3:3])[CH3:4]. The catalyst class is: 12. (9) The catalyst class is: 2. Reactant: [O:1]1[CH2:6][CH2:5][O:4][C:3]2[CH:7]=[C:8](C=O)[CH:9]=[CH:10][C:2]1=2.C1C=C(Cl)C=C(C(OO)=[O:21])C=1. Product: [O:1]1[CH2:6][CH2:5][O:4][C:3]2[CH:7]=[C:8]([OH:21])[CH:9]=[CH:10][C:2]1=2. (10) Reactant: Cl.[C:2]1([C@H:12]([NH:14][CH2:15][CH2:16][CH2:17][C:18]2[CH:19]=[C:20]([CH:26]=[CH:27][CH:28]=2)[C:21]([O:23]CC)=[O:22])[CH3:13])[C:11]2[C:6](=[CH:7][CH:8]=[CH:9][CH:10]=2)[CH:5]=[CH:4][CH:3]=1.[OH-].[K+].O.CO. Product: [C:2]1([C@H:12]([NH:14][CH2:15][CH2:16][CH2:17][C:18]2[CH:19]=[C:20]([CH:26]=[CH:27][CH:28]=2)[C:21]([OH:23])=[O:22])[CH3:13])[C:11]2[C:6](=[CH:7][CH:8]=[CH:9][CH:10]=2)[CH:5]=[CH:4][CH:3]=1. The catalyst class is: 12.